Dataset: Catalyst prediction with 721,799 reactions and 888 catalyst types from USPTO. Task: Predict which catalyst facilitates the given reaction. (1) The catalyst class is: 1. Product: [F:1][C:2]1[CH:7]=[CH:6][CH:5]=[C:4]([F:8])[C:3]=1[N:9]1[C:14]2[N:15]=[C:16]([NH:47][CH2:46][CH2:45][CH2:44][NH:43][CH:41]([CH3:42])[CH3:40])[N:17]=[C:18]([C:19]3[CH:20]=[C:21]([CH:32]=[CH:33][C:34]=3[CH3:35])[C:22]([NH:24][C:25]3[CH:30]=[CH:29][C:28]([F:31])=[CH:27][CH:26]=3)=[O:23])[C:13]=2[CH2:12][NH:11][C:10]1=[O:39]. Reactant: [F:1][C:2]1[CH:7]=[CH:6][CH:5]=[C:4]([F:8])[C:3]=1[N:9]1[C:14]2[N:15]=[C:16](S(C)=O)[N:17]=[C:18]([C:19]3[CH:20]=[C:21]([CH:32]=[CH:33][C:34]=3[CH3:35])[C:22]([NH:24][C:25]3[CH:30]=[CH:29][C:28]([F:31])=[CH:27][CH:26]=3)=[O:23])[C:13]=2[CH2:12][NH:11][C:10]1=[O:39].[CH3:40][CH:41]([NH:43][CH2:44][CH2:45][CH2:46][NH2:47])[CH3:42]. (2) Product: [C:11]([O:10][C:9]([N:8]([C:6]1[CH:5]=[CH:4][N:3]=[C:2]([Cl:1])[CH:7]=1)[CH2:17][C:18]([O:20][CH2:21][CH3:22])=[O:19])=[O:15])([CH3:12])([CH3:14])[CH3:13]. Reactant: [Cl:1][C:2]1[CH:7]=[C:6]([NH:8][C:9](=[O:15])[O:10][C:11]([CH3:14])([CH3:13])[CH3:12])[CH:5]=[CH:4][N:3]=1.Br[CH2:17][C:18]([O:20][CH2:21][CH3:22])=[O:19].C(=O)([O-])[O-].[K+].[K+]. The catalyst class is: 9. (3) Reactant: [OH-].[Na+].[Cl:3][C:4]1[C:5]([F:34])=[C:6]([NH:10][CH:11]([C:13]2[CH:14]=[C:15]([C:30]([O:32]C)=[O:31])[CH:16]=[C:17]3[C:22]=2[O:21][C:20]([N:23]2[CH2:28][CH2:27][O:26][CH2:25][CH2:24]2)=[CH:19][C:18]3=[O:29])[CH3:12])[CH:7]=[CH:8][CH:9]=1.C1COCC1. Product: [Cl:3][C:4]1[C:5]([F:34])=[C:6]([NH:10][CH:11]([C:13]2[CH:14]=[C:15]([C:30]([OH:32])=[O:31])[CH:16]=[C:17]3[C:22]=2[O:21][C:20]([N:23]2[CH2:24][CH2:25][O:26][CH2:27][CH2:28]2)=[CH:19][C:18]3=[O:29])[CH3:12])[CH:7]=[CH:8][CH:9]=1. The catalyst class is: 5. (4) Reactant: [Br:1][C:2]1[S:6][C:5]2[CH:7]=[C:8]([OH:11])[CH:9]=[CH:10][C:4]=2[C:3]=1[O:12][C:13]1[CH:18]=[CH:17][C:16]([O:19][CH2:20][CH2:21][N:22]2[CH2:27][CH2:26][CH2:25][CH2:24][CH2:23]2)=[CH:15][CH:14]=1.N1C=CN=C1.[C:33]([Si:37](Cl)([C:44]1[CH:49]=[CH:48][CH:47]=[CH:46][CH:45]=1)[C:38]1[CH:43]=[CH:42][CH:41]=[CH:40][CH:39]=1)([CH3:36])([CH3:35])[CH3:34]. Product: [Br:1][C:2]1[S:6][C:5]2[CH:7]=[C:8]([O:11][Si:37]([C:33]([CH3:36])([CH3:35])[CH3:34])([C:44]3[CH:45]=[CH:46][CH:47]=[CH:48][CH:49]=3)[C:38]3[CH:43]=[CH:42][CH:41]=[CH:40][CH:39]=3)[CH:9]=[CH:10][C:4]=2[C:3]=1[O:12][C:13]1[CH:14]=[CH:15][C:16]([O:19][CH2:20][CH2:21][N:22]2[CH2:27][CH2:26][CH2:25][CH2:24][CH2:23]2)=[CH:17][CH:18]=1. The catalyst class is: 9.